From a dataset of Forward reaction prediction with 1.9M reactions from USPTO patents (1976-2016). Predict the product of the given reaction. (1) Given the reactants Cl[C:2]1[C:3]2[C:4](=[CH:16][N:17](CC3C=CC(OC)=CC=3)[N:18]=2)[N:5]=[C:6]([C:8]2[CH:13]=[CH:12][C:11]([O:14][CH3:15])=[CH:10][CH:9]=2)[N:7]=1.[NH2:28][C:29]1[CH:34]=[CH:33][C:32]([N:35]2[CH2:40][CH2:39][N:38]([C:41](=[O:43])[CH3:42])[CH2:37][CH2:36]2)=[CH:31][CH:30]=1.Cl, predict the reaction product. The product is: [CH3:15][O:14][C:11]1[CH:10]=[CH:9][C:8]([C:6]2[N:7]=[C:2]([NH:28][C:29]3[CH:30]=[CH:31][C:32]([N:35]4[CH2:36][CH2:37][N:38]([C:41](=[O:43])[CH3:42])[CH2:39][CH2:40]4)=[CH:33][CH:34]=3)[C:3]3[NH:18][N:17]=[CH:16][C:4]=3[N:5]=2)=[CH:13][CH:12]=1. (2) Given the reactants Br[C:2]1[CH:3]=[N:4][C:5]2[N:6]([CH:8]=[C:9]([CH2:11][O:12][C:13]3[CH:18]=[CH:17][C:16]([F:19])=[CH:15][CH:14]=3)[N:10]=2)[CH:7]=1.[NH2:20][C:21]1[CH:26]=[C:25]([F:27])[CH:24]=[CH:23][C:22]=1B(O)O, predict the reaction product. The product is: [F:27][C:25]1[CH:24]=[CH:23][C:22]([C:2]2[CH:3]=[N:4][C:5]3[N:6]([CH:8]=[C:9]([CH2:11][O:12][C:13]4[CH:18]=[CH:17][C:16]([F:19])=[CH:15][CH:14]=4)[N:10]=3)[CH:7]=2)=[C:21]([CH:26]=1)[NH2:20]. (3) The product is: [OH:1][C:2]1[C:3]([CH:19]([C:22]2[CH:27]=[CH:26][CH:25]=[CH:24][CH:23]=2)[CH2:20][CH3:43])=[N:4][C:5]2[C:10]([C:11]=1[C:12]([OH:14])=[O:13])=[CH:9][CH:8]=[CH:7][C:6]=2[CH:28]([CH3:30])[CH3:29]. Given the reactants [OH:1][C:2]1[C:3]([C:19]([C:22]2[CH:27]=[CH:26][CH:25]=[CH:24][CH:23]=2)(C)[CH3:20])=[N:4][C:5]2[C:10]([C:11]=1[C:12]([OH:14])=[O:13])=[CH:9][CH:8]=[C:7]1CCCC[C:6]=21.[CH:28](C1C=CC=C2C=1NC(=O)C2=O)([CH3:30])[CH3:29].O[CH2:43]C(=O)C(C1C=CC=CC=1)CC, predict the reaction product. (4) Given the reactants [CH3:1][C:2]1([CH3:9])[C@@H:7]([OH:8])[C:5](=[O:6])[O:4][CH2:3]1.[H-].[Na+].[H][H].F[C:15]1[CH:22]=[CH:21][C:18]([C:19]#[N:20])=[C:17]([C:23]([F:26])([F:25])[F:24])[CH:16]=1.[Cl-].[NH4+], predict the reaction product. The product is: [CH3:1][C:2]1([CH3:9])[CH2:3][O:4][C:5](=[O:6])[CH:7]1[O:8][C:15]1[CH:22]=[CH:21][C:18]([C:19]#[N:20])=[C:17]([C:23]([F:24])([F:26])[F:25])[CH:16]=1.